Dataset: Full USPTO retrosynthesis dataset with 1.9M reactions from patents (1976-2016). Task: Predict the reactants needed to synthesize the given product. (1) The reactants are: [CH3:1][C:2]1[CH:3]=[C:4]([CH:7]=[CH:8][CH:9]=1)[CH2:5]Cl.[H-].[Na+].[F:12][C:13]([F:22])([F:21])[CH2:14][CH2:15][CH:16]([C:19]#[N:20])[C:17]#[N:18]. Given the product [CH3:1][C:2]1[CH:3]=[C:4]([CH:7]=[CH:8][CH:9]=1)[CH2:5][C:16]([CH2:15][CH2:14][C:13]([F:12])([F:21])[F:22])([C:17]#[N:18])[C:19]#[N:20], predict the reactants needed to synthesize it. (2) Given the product [NH2:19][C:15]1[N:16]=[CH:17][S:18][C:14]=1[C:12]([NH:11][C:9]1[CH:8]=[CH:7][C:5]2[O:6][C:2]([F:27])([F:1])[O:3][C:4]=2[CH:10]=1)=[O:13], predict the reactants needed to synthesize it. The reactants are: [F:1][C:2]1([F:27])[O:6][C:5]2[CH:7]=[CH:8][C:9]([NH:11][C:12]([C:14]3[S:18][CH:17]=[N:16][C:15]=3[NH:19]C(=O)OC(C)(C)C)=[O:13])=[CH:10][C:4]=2[O:3]1. (3) Given the product [Cl:1][C:2]1[CH:7]=[CH:6][CH:5]=[C:4]([Cl:8])[C:3]=1[C:9]1[CH2:13][CH:12]([C:14]2[CH:19]=[CH:18][C:17]([N+:20]([O-:22])=[O:21])=[CH:16][CH:15]=2)[S:24][N:10]=1, predict the reactants needed to synthesize it. The reactants are: [Cl:1][C:2]1[CH:7]=[CH:6][CH:5]=[C:4]([Cl:8])[C:3]=1[C:9]1[CH2:13][CH:12]([C:14]2[CH:19]=[CH:18][C:17]([N+:20]([O-:22])=[O:21])=[CH:16][CH:15]=2)O[N:10]=1.P12(SP3(SP(SP(S3)(S1)=S)(=S)S2)=S)=[S:24]. (4) Given the product [Cl:33][C:30]1[CH:29]=[CH:28][C:27]([CH:8]([C:5]2[CH:4]=[CH:3][C:2]([Cl:1])=[CH:7][CH:6]=2)[C:9]2[CH:10]=[C:11]3[C:16](=[CH:17][CH:18]=2)[N:15]=[C:14]([OH:19])[CH:13]=[C:12]3[NH:20][CH:21]2[CH2:22][CH2:23][N:24]([S:38]([C:41]3[S:45][C:44]([C:46]([O:48][CH3:49])=[O:47])=[CH:43][CH:42]=3)(=[O:39])=[O:40])[CH2:25][CH2:26]2)=[CH:32][CH:31]=1, predict the reactants needed to synthesize it. The reactants are: [Cl:1][C:2]1[CH:7]=[CH:6][C:5]([CH:8]([C:27]2[CH:32]=[CH:31][C:30]([Cl:33])=[CH:29][CH:28]=2)[C:9]2[CH:10]=[C:11]3[C:16](=[CH:17][CH:18]=2)[N:15]=[C:14]([OH:19])[CH:13]=[C:12]3[NH:20][CH:21]2[CH2:26][CH2:25][NH:24][CH2:23][CH2:22]2)=[CH:4][CH:3]=1.ClCCl.Cl[S:38]([C:41]1[S:45][C:44]([C:46]([O:48][CH3:49])=[O:47])=[CH:43][CH:42]=1)(=[O:40])=[O:39]. (5) The reactants are: C(=O)([O-])[O-].[Cs+].[Cs+].C1C=CC(P([C:33]2[C:34](C3C(P(C4C=CC=CC=4)C4C=CC=CC=4)=C[CH:37]=[C:36]4[C:31]=3[CH:32]=[CH:33][CH:34]=[CH:35]4)=[C:35]3[C:36]([CH:37]=CC=C3)=[CH:31][CH:32]=2)C2C=CC=CC=2)=CC=1.[Si:53]([O:60][CH2:61][C@H:62]1[CH2:66][CH2:65][CH2:64][NH:63]1)([C:56]([CH3:59])([CH3:58])[CH3:57])([CH3:55])[CH3:54].BrC1C=C(C)C=CC=1. Given the product [Si:53]([O:60][CH2:61][C@H:62]1[CH2:66][CH2:65][CH2:64][N:63]1[C:34]1[CH:33]=[CH:32][CH:31]=[C:36]([CH3:37])[CH:35]=1)([C:56]([CH3:59])([CH3:58])[CH3:57])([CH3:55])[CH3:54], predict the reactants needed to synthesize it. (6) Given the product [Br:1][C:2]1[CH:7]=[CH:6][C:5]([NH:8][C:9]2[N:10]([CH3:32])[C:11](=[O:31])[C:12]([CH3:30])=[CH:13][C:14]=2[C:15]([NH:17][O:18][CH2:19][C@@H:20]([OH:22])[CH3:21])=[O:16])=[C:4]([F:33])[CH:3]=1, predict the reactants needed to synthesize it. The reactants are: [Br:1][C:2]1[CH:7]=[CH:6][C:5]([NH:8][C:9]2[N:10]([CH3:32])[C:11](=[O:31])[C:12]([CH3:30])=[CH:13][C:14]=2[C:15]([NH:17][O:18][CH2:19][C@@H:20]([O:22][Si](C(C)(C)C)(C)C)[CH3:21])=[O:16])=[C:4]([F:33])[CH:3]=1.Cl. (7) The reactants are: ClCCl.[CH:4]1([NH:7][C:8](=[O:26])[C:9]2[CH:14]=[CH:13][C:12]([C:15]3[N:19]4[CH:20]=[CH:21][N:22]=[C:23]([S:24][CH3:25])[C:18]4=[N:17][CH:16]=3)=[CH:11][CH:10]=2)[CH2:6][CH2:5]1.C1C=C(Cl)C=C(C(OO)=[O:35])C=1.[OH2:38]. Given the product [CH:4]1([NH:7][C:8](=[O:26])[C:9]2[CH:14]=[CH:13][C:12]([C:15]3[N:19]4[CH:20]=[CH:21][N:22]=[C:23]([S:24]([CH3:25])(=[O:35])=[O:38])[C:18]4=[N:17][CH:16]=3)=[CH:11][CH:10]=2)[CH2:5][CH2:6]1, predict the reactants needed to synthesize it.